Task: Predict the product of the given reaction.. Dataset: Forward reaction prediction with 1.9M reactions from USPTO patents (1976-2016) (1) Given the reactants Cl.[CH2:2]([O:4][C:5](=[O:27])[C@@H:6]([O:24][CH2:25][CH3:26])[CH2:7][C:8]1[CH:13]=[CH:12][C:11]([O:14][CH2:15][CH2:16][C:17]2[CH:22]=[CH:21][C:20]([NH2:23])=[CH:19][CH:18]=2)=[CH:10][CH:9]=1)[CH3:3].Cl[C:29]([O:31][C:32]1[CH:37]=[CH:36][CH:35]=[CH:34][CH:33]=1)=[O:30], predict the reaction product. The product is: [CH2:2]([O:4][C:5](=[O:27])[C@@H:6]([O:24][CH2:25][CH3:26])[CH2:7][C:8]1[CH:13]=[CH:12][C:11]([O:14][CH2:15][CH2:16][C:17]2[CH:18]=[CH:19][C:20]([NH:23][C:29]([O:31][C:32]3[CH:37]=[CH:36][CH:35]=[CH:34][CH:33]=3)=[O:30])=[CH:21][CH:22]=2)=[CH:10][CH:9]=1)[CH3:3]. (2) Given the reactants C(O[C:4]([C:6]1[S:7][C:8]([C:19]2[CH:24]=[CH:23][C:22]([O:25][CH3:26])=[CH:21][CH:20]=2)=[C:9]([C:11]2[CH:16]=[CH:15][C:14]([O:17][CH3:18])=[CH:13][CH:12]=2)[N:10]=1)=[O:5])C.[CH:27]1([NH2:33])[CH2:32][CH2:31][CH2:30][CH2:29][CH2:28]1, predict the reaction product. The product is: [CH:27]1([NH:33][C:4]([C:6]2[S:7][C:8]([C:19]3[CH:20]=[CH:21][C:22]([O:25][CH3:26])=[CH:23][CH:24]=3)=[C:9]([C:11]3[CH:16]=[CH:15][C:14]([O:17][CH3:18])=[CH:13][CH:12]=3)[N:10]=2)=[O:5])[CH2:32][CH2:31][CH2:30][CH2:29][CH2:28]1. (3) Given the reactants ClC(Cl)(Cl)C(Cl)(Cl)Cl.C(N(CC)CC)C.[CH2:16]([O:23][C:24](=[O:47])[NH:25][C@H:26]1[CH2:31][CH2:30][C@H:29]([C:32]([NH:34][NH:35][C:36](=[O:46])[CH2:37][O:38][CH2:39][C:40]2[CH:45]=[CH:44][CH:43]=[CH:42][CH:41]=2)=O)[CH2:28][CH2:27]1)[C:17]1[CH:22]=[CH:21][CH:20]=[CH:19][CH:18]=1.C1(P(C2C=CC=CC=2)C2C=CC=CC=2)C=CC=CC=1, predict the reaction product. The product is: [CH2:16]([O:23][C:24](=[O:47])[NH:25][C@H:26]1[CH2:31][CH2:30][C@H:29]([C:32]2[O:46][C:36]([CH2:37][O:38][CH2:39][C:40]3[CH:45]=[CH:44][CH:43]=[CH:42][CH:41]=3)=[N:35][N:34]=2)[CH2:28][CH2:27]1)[C:17]1[CH:18]=[CH:19][CH:20]=[CH:21][CH:22]=1.